From a dataset of Experimentally validated miRNA-target interactions with 360,000+ pairs, plus equal number of negative samples. Binary Classification. Given a miRNA mature sequence and a target amino acid sequence, predict their likelihood of interaction. (1) The miRNA is mmu-miR-144-3p with sequence UACAGUAUAGAUGAUGUACU. The protein sequence of the target gene is MKLEASCGTATSEVPKPEKKTARDAEPSSETRPQEVEAEPRSGSGPEAEAEPLDFVVATEREFEEVLAISGGIYGGLDYLPSRYHSWLRDPDRTVVLAKRNGGVIALESVNVIDAGETVLVEGLRVAPWERGKGVAGLLQRFCSQLVKRQHPGVKVARLTRDDQLGPRELKKYRLITKQGILLVRFNASALLAGLGARLAALRTSGTFSPLPTEAVSEAGGDVARLLLSPSVQRDVLPGGTIIQDWQPYRPSESNLRLLAAKGLEWRVDSRARPRVLTLCTRPFPIPHGGDGTWRYLNID.... Result: 0 (no interaction). (2) The miRNA is hsa-miR-4271 with sequence GGGGGAAGAAAAGGUGGGG. The protein sequence of the target gene is MESRDPAQPMSPGEATQSGARPADRYGLLKHSREFLDFFWDIAKPEQETRLAATEKLLEYLRGRPKGSEMKYALKRLITGLGVGRETARPCYSLALAQLLQSFEDLPLCSILQQIQEKYDLHQVKKAMLRPALFANLFGVLALFQSGRLVKDQEALMKSVKLLQALAQYQNHLQEQPRKALVDILSEVSKATLQEILPEVLKADLNIILSSPEQLELFLLAQQKVPSKLKKLVGSVNLFSDENVPRLVNVLKMAASSVKKDRKLPAIALDLLRLALKEDKFPRFWKEVVEQGLLKMQFWP.... Result: 0 (no interaction). (3) The miRNA is hsa-miR-887-5p with sequence CUUGGGAGCCCUGUUAGACUC. The protein sequence of the target gene is MASGGGGGNTGAGGGPGMGLSLGLGLGLSLGMSEATSEAEEEAATAEAVGRLATTLWLRLRGWEAVLAAAQRLLVWEKPLHSLVTAAALNGLFWLLSSSSLRPFFLLSVSLLAYFLLDLWQPRFLPDVSASSPEEPHSDSEGAGSGARPHLLSVPELCRYLAESWLTFQIHLQELLQYKRQNPAQFCVRVCSGCAVLAVLGHYVPGIMISYIVLLSILLWPLVVYHELIQRMYTRLEPLLMQLDYSMKAEANALHHKHDKRKRQGKNAPPGGDEPLAETESESEAELAGFSPVVDVKKTA.... Result: 1 (interaction). (4) The miRNA is mmu-miR-551b-3p with sequence GCGACCCAUACUUGGUUUCAG. The protein sequence of the target gene is MAETSALPTGFGELEVLAVGMVLLVEALSGLSLNTLTIFSFCKTPELRTPCHLLVLSLALADSGISLNALVAATSSLLRRWPYGSDGCQAHGFQGFVTALASICSSAAIAWGRYHHYCTRSQLAWNSAVSLVLFVWLSSAFWAALPLLGWGHYDYEPLGTCCTLDYSKGDRNFTSFLFTMSFFNFAMPLFITITSYSLMEQKLGKSGHLQVNTTLPARTLLLGWGPYAILYLYAVIADVTSISPKLQMVPALIAKMVPTINAINYALGNEMVCRGIWQCLSPQKREKDRTK. Result: 0 (no interaction). (5) The miRNA is ath-miR857 with sequence UUUUGUAUGUUGAAGGUGUAU. The protein sequence of the target gene is MEGVRVPIACALILLAISSITSASIVEHTFNVQNLTVSRLCKRQVITVVNGSLPGPTIRVKEGDSLVIHVLNHSPHNITIHWHGIFHKLTVWADGPSMITQCPIQPGQRYAYRFNITGQEGTLWWHAHASFLRATVYGALVIRPKSGHSYPFPKPHKEVPILFGEWWNTDVVALEEAAIATGVPPNNSDAYTINGRPGNLYPCSKDRMFSLNVVKGKRYLLRIINAAMNIQLFFKIANHRLTVVAADAVYTAPYVTDVIVIAPGQTIDALLFADQSVDTSYYMAAHPYASAPAVPFPNTT.... Result: 1 (interaction). (6) The miRNA is hsa-miR-4768-3p with sequence CCAGGAGAUCCAGAGAGAAU. The protein sequence of the target gene is MGHFEKGQHALLNEGEENEMEIFGYRTQGCRKSLCLAGSIFSFGILPLVFYWRPAWHVWAHCVPCSLQEADTVLLRTTDEFQIYSWKKVIWIYLSALNSAFGLTPDHPLMTDEEYIINRAIRKPDLKVRCIKVQKIRYVWNYLEGQFQKIGSLEDWLSSAKIHQKFGSGLTREEQEIRRLICGPNTIDVEVTPIWKLLIKEVLNPFYIFQLFSVCLWFSEDYKEYAFAIIIMSIISISLTVYDLREQSVKLHHLVESHNSITVSVCGRKAGVQELESRVLVPGDLLILTGNKVLMPCDAV.... Result: 1 (interaction). (7) The miRNA is mmu-miR-551b-3p with sequence GCGACCCAUACUUGGUUUCAG. The protein sequence of the target gene is MDTKRCFANRFDDYQGSLLAGQCEEAVAPLVTSTIERILQELPPLGGGAEARGATGAGSSCQGGLYSGVAGVAYMLYHVSQSPLFAAARERYLRFAKRLIDACLRAEEWGETDADTRAAFLLGGAGVYAVATLVYHALGRPDYVQPLGKFRALCAVCAPVSFLDCGSDELFVGRAGYLCAALVLKQKLAQEVLTPTQIKAICQAILDSGKQYALKKRKPFPLMYSYYGTEYLGAAHGLSSILQMLLSYQEHLKPSDRELVWQSVDFLMEQEQNCNWPPELGETIERENELVHWCHGAPGI.... Result: 0 (no interaction). (8) The protein sequence of the target gene is MSDSEKLNLDSIIGRLLEVQGSRPGKNVQLTENEIRGLCLKSREIFLSQPILLELEAPLKICGDIHGQYYDLLRLFEYGGFPPESNYLFLGDYVDRGKQSLETICLLLAYKIKYPENFFLLRGNHECASINRIYGFYDECKRRYNIKLWKTFTDCFNCLPIAAIVDEKIFCCHGGLSPDLQSMEQIRRIMRPTDVPDQGLLCDLLWSDPDKDVQGWGENDRGVSFTFGAEVVAKFLHKHDLDLICRAHQVVEDGYEFFAKRQLVTLFSAPNYCGEFDNAGAMMSVDETLMCSFQILKPAD.... The miRNA is hsa-miR-215-5p with sequence AUGACCUAUGAAUUGACAGAC. Result: 1 (interaction). (9) The miRNA is mmu-miR-125b-2-3p with sequence ACAAGUCAGGUUCUUGGGACCU. The protein sequence of the target gene is MADEDLIFCLEGVDGGRCSRAGHNADSDTDSDDDEGYFICPITDDHMSNQNVSSKVQSYYSNLTKTECGSTGSPASSFHFKEAWKHAIEKAKHMPDPWAEFHLEDIATEHATRHRYNAVTGEWLKDEVLIKMASQPFGRGAMRECFRTKKLSNFLHAQQWKGASNYVAKRYIEPVDRSVYFEDVQLQMEAKLWGEDYNRHKPPKQVDIMQMCIIELKDRPGQPLFHLEHYIEGKYIKYNSNSGFVRDDNIRLTPQAFSHFTFERSGHQLIVVDIQGVGDLYTDPQIHTEKGTDFGDGNLG.... Result: 1 (interaction). (10) The miRNA is ssc-miR-204 with sequence UUCCCUUUGUCAUCCUAUGCCU. The protein sequence of the target gene is MAMSLQGSRRASAGSRRRTSPPVSVRDAYGTSSLSSSSNSGSCKGSDSSPTPRRSMKYTLCSDNHGIKPPTPEQYLTPLQQKEVCIRHLKARLKDTQDRLQDRDTEIDDLKTQLSRMQEDWIEEECHRVEAQLALKEARKEIRQLKQVIDTVKNNLIDKDKGLQKYFVDINIQNKKLETLLHSMEVAQNGVAKEEGTGESAGGSPARSLTRSSTYTKLSDPAVCGDRQPGDPSNTSAEDGADSGYVAADDTLSRTDALEASSLLSSGVDCGLEEASLHSSFNLGPRFPASNTYEKLLCGM.... Result: 0 (no interaction).